This data is from Forward reaction prediction with 1.9M reactions from USPTO patents (1976-2016). The task is: Predict the product of the given reaction. (1) Given the reactants [NH:1]([C:8]1[N:9]([C:22]2[CH:27]=[CH:26][CH:25]=[CH:24][CH:23]=2)[C:10]2[C:15]([C:16](=[O:18])[CH:17]=1)=[CH:14][C:13]([F:19])=[C:12]([CH2:20][OH:21])[N:11]=2)[C:2]1[CH:7]=[CH:6][CH:5]=[CH:4][CH:3]=1, predict the reaction product. The product is: [NH:1]([C:8]1[N:9]([C:22]2[CH:23]=[CH:24][CH:25]=[CH:26][CH:27]=2)[C:10]2[N:11]=[C:12]([CH:20]=[O:21])[C:13]([F:19])=[CH:14][C:15]=2[C:16](=[O:18])[CH:17]=1)[C:2]1[CH:7]=[CH:6][CH:5]=[CH:4][CH:3]=1. (2) Given the reactants [C:1]1([C:7]2([C:13]3[CH:18]=[CH:17][CH:16]=[CH:15][CH:14]=3)[CH2:11][CH2:10][NH:9][C:8]2=O)[CH:6]=[CH:5][CH:4]=[CH:3][CH:2]=1.[H-].[Al+3].[Li+].[H-].[H-].[H-], predict the reaction product. The product is: [C:1]1([C:7]2([C:13]3[CH:18]=[CH:17][CH:16]=[CH:15][CH:14]=3)[CH2:11][CH2:10][NH:9][CH2:8]2)[CH:2]=[CH:3][CH:4]=[CH:5][CH:6]=1. (3) Given the reactants [C:1]([O-:5])(=O)[CH:2]=[CH2:3].[CH2:6](O)[CH2:7][O:8][CH2:9][CH2:10][O:11][CH2:12][CH2:13][O:14][CH2:15][CH2:16]O.C1OC1.[CH2:22]1[O:25][CH:23]1[CH3:24].[OH:26][C:27]1[CH:32]=[CH:31][C:30]([C:33]([C:36]2[CH:41]=CC(O)=[CH:38][CH:37]=2)([CH3:35])[CH3:34])=[CH:29][CH:28]=1, predict the reaction product. The product is: [CH3:35][C:33]([C:30]1[CH:31]=[CH:32][C:27]([O:26][CH2:3][CH:2]2[O:5][CH2:1]2)=[CH:28][CH:29]=1)([C:36]1[CH:41]=[CH:16][C:15]([O:14][CH2:13][CH:12]2[O:11][CH2:10]2)=[CH:38][CH:37]=1)[CH3:34].[CH:23]([O:25][CH2:22][CH2:15][O:14][CH2:13][CH2:12][O:11][CH2:10][CH2:9][O:8][CH:7]=[CH2:6])=[CH2:24]. (4) Given the reactants [CH2:1]([Mg]Br)[CH:2]([CH3:4])[CH3:3].[CH2:7]([O:14][C:15]1[CH:20]=[CH:19][C:18]([C:21]2[O:25][C:24]([C:26](N(OC)C)=[O:27])=[N:23][C:22]=2[C:32]2[CH:33]=[N:34][C:35]([O:38][CH3:39])=[CH:36][CH:37]=2)=[CH:17][CH:16]=1)C1C=CC=CC=1, predict the reaction product. The product is: [CH2:7]([O:14][C:15]1[CH:20]=[CH:19][C:18]([C:21]2[O:25][C:24]([C:26](=[O:27])[CH2:1][CH:2]([CH3:4])[CH3:3])=[N:23][C:22]=2[C:32]2[CH:33]=[N:34][C:35]([O:38][CH3:39])=[CH:36][CH:37]=2)=[CH:17][CH:16]=1)[C:15]1[CH:20]=[CH:19][CH:18]=[CH:17][CH:16]=1. (5) Given the reactants CN(C)[CH:3]=[O:4].P(Cl)(Cl)(Cl)=O.[CH2:11]([O:13][C:14]([C:16]1[C:20]([C:21]2[CH:26]=[CH:25][C:24]([F:27])=[CH:23][CH:22]=2)=[CH:19][NH:18][C:17]=1[CH2:28][CH2:29][NH:30][C:31]([O:33][C:34]([CH3:37])([CH3:36])[CH3:35])=[O:32])=[O:15])[CH3:12].[OH-].[Na+], predict the reaction product. The product is: [CH2:11]([O:13][C:14]([C:16]1[C:20]([C:21]2[CH:26]=[CH:25][C:24]([F:27])=[CH:23][CH:22]=2)=[C:19]([CH:3]=[O:4])[NH:18][C:17]=1[CH2:28][CH2:29][NH:30][C:31]([O:33][C:34]([CH3:36])([CH3:35])[CH3:37])=[O:32])=[O:15])[CH3:12]. (6) Given the reactants [C:1]([NH:4][C:5]1[CH:10]=[CH:9][CH:8]=[CH:7][CH:6]=1)(=S)[CH3:2].[C:11]([NH:19][NH2:20])(=O)[C:12]1[CH:17]=[CH:16][CH:15]=[CH:14][CH:13]=1.C(O)CCC, predict the reaction product. The product is: [CH3:2][C:1]1[N:4]([C:5]2[CH:10]=[CH:9][CH:8]=[CH:7][CH:6]=2)[C:11]([C:12]2[CH:17]=[CH:16][CH:15]=[CH:14][CH:13]=2)=[N:19][N:20]=1. (7) Given the reactants [NH2:1][C:2]1[C:7]([N+:8]([O-:10])=[O:9])=[CH:6][CH:5]=[CH:4][C:3]=1[OH:11].[Cl:12]NC(=O)CCC(N)=O, predict the reaction product. The product is: [NH2:1][C:2]1[C:7]([N+:8]([O-:10])=[O:9])=[CH:6][C:5]([Cl:12])=[CH:4][C:3]=1[OH:11]. (8) The product is: [C:13]([NH:1][C:2]1[CH:11]=[CH:10][C:5]([C:6]([O:8][CH3:9])=[O:7])=[CH:4][C:3]=1[CH3:12])(=[O:17])[CH2:14][CH2:15][CH3:16]. Given the reactants [NH2:1][C:2]1[CH:11]=[CH:10][C:5]([C:6]([O:8][CH3:9])=[O:7])=[CH:4][C:3]=1[CH3:12].[C:13](Cl)(=[O:17])[CH2:14][CH2:15][CH3:16], predict the reaction product. (9) The product is: [Cl:1][C:2]1[CH:15]=[CH:14][C:5]2[CH:6]=[C:7]([CH2:9][OH:10])[O:8][C:4]=2[CH:3]=1. Given the reactants [Cl:1][C:2]1[CH:15]=[CH:14][C:5]2[CH:6]=[C:7]([C:9](OCC)=[O:10])[O:8][C:4]=2[CH:3]=1.[H-].[H-].[H-].[H-].[Li+].[Al+3], predict the reaction product. (10) Given the reactants CC(=CC)C.P(O)(O)([O-])=O.[Na+].[O-:12]Cl=O.[Na+].[CH3:16][C:17]1([CH3:37])[C:26]2[CH2:25][CH:24]([C:27]([C:29]3[CH:36]=[CH:35][C:32]([CH:33]=[O:34])=[CH:31][CH:30]=3)=[O:28])[CH2:23][CH2:22][C:21]=2[CH2:20][CH2:19][CH2:18]1, predict the reaction product. The product is: [CH3:16][C:17]1([CH3:37])[C:26]2[CH2:25][CH:24]([C:27]([C:29]3[CH:30]=[CH:31][C:32]([C:33]([OH:12])=[O:34])=[CH:35][CH:36]=3)=[O:28])[CH2:23][CH2:22][C:21]=2[CH2:20][CH2:19][CH2:18]1.